From a dataset of NCI-60 drug combinations with 297,098 pairs across 59 cell lines. Regression. Given two drug SMILES strings and cell line genomic features, predict the synergy score measuring deviation from expected non-interaction effect. Cell line: NCIH23. Synergy scores: CSS=7.91, Synergy_ZIP=0.192, Synergy_Bliss=7.67, Synergy_Loewe=-1.93, Synergy_HSA=-1.28. Drug 2: C1=CC=C(C=C1)NC(=O)CCCCCCC(=O)NO. Drug 1: CC(C)(C#N)C1=CC(=CC(=C1)CN2C=NC=N2)C(C)(C)C#N.